Dataset: Reaction yield outcomes from USPTO patents with 853,638 reactions. Task: Predict the reaction yield, written as a fraction of the theoretical maximum amount of product (1.0 means a 100% yield; for example, 0.34 means a 34% yield). (1) The reactants are [Na].[CH3:2][C:3]1[CH:8]=[CH:7][C:6]([C:9]2[C:10]([CH:15]=O)=[CH:11][CH:12]=[CH:13][CH:14]=2)=[CH:5][CH:4]=1.[Br:17][C:18]1[N:19]=[CH:20][C:21]([NH2:24])=[N:22][CH:23]=1. The catalyst is ClCCCl.CC(O)=O. The product is [Br:17][C:18]1[N:19]=[CH:20][C:21]([NH:24][CH2:15][C:10]2[CH:11]=[CH:12][CH:13]=[CH:14][C:9]=2[C:6]2[CH:7]=[CH:8][C:3]([CH3:2])=[CH:4][CH:5]=2)=[N:22][CH:23]=1. The yield is 0.550. (2) The reactants are Br[C:2]1[CH:3]=[C:4]([NH:10][C:11]2[CH:20]=[CH:19][C:18]3[CH2:17][N:16]([CH3:21])[CH2:15][CH2:14][C:13]=3[N:12]=2)[C:5](=[O:9])[N:6]([CH3:8])[CH:7]=1.[C:22]([O:25][CH2:26][C:27]1[C:32]([N:33]2[CH2:44][CH2:43][N:42]3[C:35](=[CH:36][C:37]4[CH2:38][C:39]([CH3:46])([CH3:45])[CH2:40][C:41]=43)[C:34]2=[O:47])=[CH:31][C:30]([F:48])=[CH:29][C:28]=1B1OC(C)(C)C(C)(C)O1)(=[O:24])[CH3:23]. The catalyst is C([O-])([O-])=O.[Na+].[Na+].COCCOC.C1C=CC([P]([Pd]([P](C2C=CC=CC=2)(C2C=CC=CC=2)C2C=CC=CC=2)([P](C2C=CC=CC=2)(C2C=CC=CC=2)C2C=CC=CC=2)[P](C2C=CC=CC=2)(C2C=CC=CC=2)C2C=CC=CC=2)(C2C=CC=CC=2)C2C=CC=CC=2)=CC=1. The product is [F:48][C:30]1[CH:29]=[C:28]([C:2]2[CH:3]=[C:4]([NH:10][C:11]3[CH:20]=[CH:19][C:18]4[CH2:17][N:16]([CH3:21])[CH2:15][CH2:14][C:13]=4[N:12]=3)[C:5](=[O:9])[N:6]([CH3:8])[CH:7]=2)[C:27]([CH2:26][O:25][C:22](=[O:24])[CH3:23])=[C:32]([N:33]2[CH2:44][CH2:43][N:42]3[C:35](=[CH:36][C:37]4[CH2:38][C:39]([CH3:45])([CH3:46])[CH2:40][C:41]=43)[C:34]2=[O:47])[CH:31]=1. The yield is 0.360.